Task: Regression. Given a peptide amino acid sequence and an MHC pseudo amino acid sequence, predict their binding affinity value. This is MHC class I binding data.. Dataset: Peptide-MHC class I binding affinity with 185,985 pairs from IEDB/IMGT (1) The peptide sequence is KDYMSLSEQL. The MHC is HLA-B40:01 with pseudo-sequence HLA-B40:01. The binding affinity (normalized) is 0.193. (2) The binding affinity (normalized) is 0.0847. The MHC is HLA-A25:01 with pseudo-sequence HLA-A25:01. The peptide sequence is LRNIYETEF.